From a dataset of Full USPTO retrosynthesis dataset with 1.9M reactions from patents (1976-2016). Predict the reactants needed to synthesize the given product. Given the product [Cl:1][C:2]1[CH:3]=[C:4]2[C:8](=[CH:9][CH:10]=1)[N:7]([CH2:11][C:12]([OH:14])=[O:13])[C:6](=[O:19])[C:5]12[C:23](=[O:24])[N:22]([CH2:28][C:29]2[N:30]=[C:31]([C:34]3[CH:35]=[CH:36][CH:37]=[CH:38][CH:39]=3)[S:32][CH:33]=2)[C:21](=[O:25])[N:20]1[CH3:26], predict the reactants needed to synthesize it. The reactants are: [Cl:1][C:2]1[CH:3]=[C:4]2[C:8](=[CH:9][CH:10]=1)[N:7]([CH2:11][C:12]([O:14]C(C)(C)C)=[O:13])[C:6](=[O:19])[C:5]12[C:23](=[O:24])[NH:22][C:21](=[O:25])[N:20]1[CH3:26].Cl[CH2:28][C:29]1[N:30]=[C:31]([C:34]2[CH:39]=[CH:38][CH:37]=[CH:36][CH:35]=2)[S:32][CH:33]=1.